Dataset: Forward reaction prediction with 1.9M reactions from USPTO patents (1976-2016). Task: Predict the product of the given reaction. (1) Given the reactants NC1C=C([C:10]([C:14]2[CH:19]=[CH:18][C:17]([O:20][CH3:21])=[C:16]([O:22][CH3:23])[CH:15]=2)=[CH:11][C:12]#[N:13])C=CC=1OC.[CH3:24][O:25][C:26]1[CH:27]=[C:28](C(C2C=CC(OC)=C(OC)C=2)=O)[CH:29]=[CH:30][C:31]=1[N+:32]([O-:34])=[O:33].C[Si]([N-][Si](C)(C)C)(C)C.[Li+], predict the reaction product. The product is: [CH3:24][O:25][C:26]1[CH:27]=[C:28]([C:10]([C:14]2[CH:19]=[CH:18][C:17]([O:20][CH3:21])=[C:16]([O:22][CH3:23])[CH:15]=2)=[CH:11][C:12]#[N:13])[CH:29]=[CH:30][C:31]=1[N+:32]([O-:34])=[O:33]. (2) The product is: [Br:7][C:8]1[CH:15]=[CH:14][CH:13]=[C:10]([CH2:11][O:6][CH2:5][CH2:4][F:3])[CH:9]=1. Given the reactants [H-].[Na+].[F:3][CH2:4][CH2:5][OH:6].[Br:7][C:8]1[CH:9]=[C:10]([CH:13]=[CH:14][CH:15]=1)[CH2:11]Br.[Cl-].[NH4+], predict the reaction product. (3) Given the reactants FC1C=CC([C:8]2[C:9]([NH2:37])=[N:10][CH:11]=[N:12][C:13]=2[N:14]2[CH2:19][CH2:18][CH:17]([C:20]3[N:21]([CH3:36])[CH:22]=[C:23]([C:25]4[CH:30]=[CH:29][C:28]([F:31])=[C:27]([C:32]([F:35])([F:34])[F:33])[CH:26]=4)[N:24]=3)[CH2:16][CH2:15]2)=CC=1.[O:38]1[CH2:43][CH2:42][N:41]([C:44]2[N:49]=[CH:48][C:47](B(O)O)=[CH:46][CH:45]=2)[CH2:40][CH2:39]1, predict the reaction product. The product is: [F:31][C:28]1[CH:29]=[CH:30][C:25]([C:23]2[N:24]=[C:20]([CH:17]3[CH2:16][CH2:15][N:14]([C:13]4[N:12]=[CH:11][N:10]=[C:9]([NH2:37])[C:8]=4[C:47]4[CH:48]=[N:49][C:44]([N:41]5[CH2:42][CH2:43][O:38][CH2:39][CH2:40]5)=[CH:45][CH:46]=4)[CH2:19][CH2:18]3)[N:21]([CH3:36])[CH:22]=2)=[CH:26][C:27]=1[C:32]([F:34])([F:33])[F:35]. (4) Given the reactants [NH2:1][N:2]1[C:11](=[O:12])[C:10]2[C:5](=[CH:6][CH:7]=[CH:8][CH:9]=2)[N:4]=[C:3]1[CH2:13][CH3:14].[CH3:15][CH2:16][CH2:17]P1(OP(CCC)(=O)OP(CCC)(=O)O1)=O.[C:33](OCC)(=[O:35])C.C(N([CH2:44][CH3:45])CC)C.[O:46]1[CH2:50][CH2:49][CH2:48][CH2:47]1, predict the reaction product. The product is: [CH2:13]([C:3]1[N:2]([NH:1][C:33]([C:45]23[CH2:44][CH:48]4[CH2:47][CH:16]([CH2:17][CH:50]([CH2:49]4)[O:46]2)[CH2:15]3)=[O:35])[C:11](=[O:12])[C:10]2[C:5](=[CH:6][CH:7]=[CH:8][CH:9]=2)[N:4]=1)[CH3:14]. (5) Given the reactants [Cl:1][C:2]1[CH:3]=[C:4]([CH:7]=[CH:8][C:9]=1[CH3:10])[C:5]#[N:6].C1C(=O)N([Br:18])C(=O)C1.C(OOC(=O)C1C=CC=CC=1)(=O)C1C=CC=CC=1, predict the reaction product. The product is: [Br:18][CH2:10][C:9]1[CH:8]=[CH:7][C:4]([C:5]#[N:6])=[CH:3][C:2]=1[Cl:1]. (6) Given the reactants [P:1]([O:7]C)([O:5][CH3:6])([O:3][CH3:4])=[O:2].COC(=O)[O-].[CH3:14][NH+:15]1[CH2:19][CH:18]([CH3:20])[N:17]([CH3:21])[CH:16]1[CH3:22].O, predict the reaction product. The product is: [CH3:4][O:3][P:1]([O-:7])([O:5][CH3:6])=[O:2].[CH3:14][NH+:15]1[CH2:19][CH:18]([CH3:20])[N:17]([CH3:21])[CH:16]1[CH3:22]. (7) Given the reactants [NH2:1][C@H:2]([CH2:22][C:23]1[CH:28]=[CH:27][C:26]([Cl:29])=[CH:25][CH:24]=1)[C:3]([N:5]1[CH2:10][CH2:9][CH:8]([C:11]2[CH:16]=[CH:15][CH:14]=[CH:13][C:12]=2[NH:17][S:18]([CH3:21])(=[O:20])=[O:19])[CH2:7][CH2:6]1)=[O:4].CCN(C(C)C)C(C)C.[C:39]([NH:46][C@@H:47]1[CH2:51][CH2:50][C@H:49]([C:52](O)=[O:53])[CH2:48]1)([O:41][C:42]([CH3:45])([CH3:44])[CH3:43])=[O:40].C1C=NC2N(O)N=NC=2C=1.C(Cl)CCl, predict the reaction product. The product is: [Cl:29][C:26]1[CH:25]=[CH:24][C:23]([CH2:22][C@@H:2]([NH:1][C:52]([C@@H:49]2[CH2:50][CH2:51][C@H:47]([NH:46][C:39]([O:41][C:42]([CH3:45])([CH3:44])[CH3:43])=[O:40])[CH2:48]2)=[O:53])[C:3]([N:5]2[CH2:10][CH2:9][CH:8]([C:11]3[CH:16]=[CH:15][CH:14]=[CH:13][C:12]=3[NH:17][S:18]([CH3:21])(=[O:19])=[O:20])[CH2:7][CH2:6]2)=[O:4])=[CH:28][CH:27]=1. (8) Given the reactants [CH2:1]=[CH:2][C:3]1[CH:8]=[CH:7][CH:6]=[CH:5][CH:4]=1.[CH:9]([C:11]1[CH:16]=[CH:15][CH:14]=[CH:13][N:12]=1)=[CH2:10].C1COCC1.O=O, predict the reaction product. The product is: [CH2:1]=[CH:2][C:3]1[CH:8]=[CH:7][CH:6]=[CH:5][CH:4]=1.[CH:9]([C:11]1[CH:16]=[CH:15][CH:14]=[CH:13][N:12]=1)=[CH2:10]. (9) The product is: [CH:14]1([CH:12]2[C:6]3[C:5](=[CH:4][C:3]([O:2][CH3:1])=[CH:8][CH:7]=3)[CH2:9][CH2:10][N:11]2[C:20]2[CH:25]=[CH:24][CH:23]=[CH:22][CH:21]=2)[CH2:19][CH2:18][CH2:17][CH2:16][CH2:15]1. Given the reactants [CH3:1][O:2][C:3]1[CH:4]=[C:5]([CH2:9][CH2:10][N:11]([C:20]2[CH:25]=[CH:24][CH:23]=[CH:22][CH:21]=2)[C:12]([CH:14]2[CH2:19][CH2:18][CH2:17][CH2:16][CH2:15]2)=O)[CH:6]=[CH:7][CH:8]=1.[BH4-].[Na+], predict the reaction product. (10) Given the reactants [F:1][C:2]1[CH:9]=[CH:8][C:7]([C:10]2[CH:18]=[CH:17][CH:16]=[C:15]3[C:11]=2[CH:12]=[CH:13][NH:14]3)=[CH:6][C:3]=1[C:4]#[N:5].C([OH:21])C.C(O)(=O)C.[Br-].[Br-].[Br-].[NH+]1C=CC=CC=1.[NH+]1C=CC=CC=1.[NH+]1C=CC=CC=1, predict the reaction product. The product is: [F:1][C:2]1[CH:9]=[CH:8][C:7]([C:10]2[CH:18]=[CH:17][CH:16]=[C:15]3[C:11]=2[CH2:12][C:13](=[O:21])[NH:14]3)=[CH:6][C:3]=1[C:4]#[N:5].